Dataset: Reaction yield outcomes from USPTO patents with 853,638 reactions. Task: Predict the reaction yield, written as a fraction of the theoretical maximum amount of product (1.0 means a 100% yield; for example, 0.34 means a 34% yield). (1) The reactants are [CH3:1][CH:2]([C:4]1[N:9]=[C:8]([N:10]([S:12]([CH3:15])(=[O:14])=[O:13])[CH3:11])[N:7]=[C:6]([C:16]2[CH:17]=[CH:18][C:19]([F:22])=[CH:20][CH:21]=2)[C:5]=1/[CH:23]=[CH:24]/[C@@H:25]([OH:33])[CH2:26][C@@H:27]([OH:32])[CH2:28][C:29]([OH:31])=[O:30])[CH3:3].C([NH-])CCC.O.C(N)(C)(C)C. The catalyst is CC(O)C. The product is [CH3:3][CH:2]([C:4]1[N:9]=[C:8]([N:10]([S:12]([CH3:15])(=[O:13])=[O:14])[CH3:11])[N:7]=[C:6]([C:16]2[CH:21]=[CH:20][C:19]([F:22])=[CH:18][CH:17]=2)[C:5]=1/[CH:23]=[CH:24]/[C@@H:25]([OH:33])[CH2:26][C@@H:27]([OH:32])[CH2:28][C:29]([OH:31])=[O:30])[CH3:1]. The yield is 0.990. (2) The reactants are [N+:1]([C:4]1[CH:9]=[CH:8][C:7]([NH:10][S:11]([CH3:14])(=[O:13])=[O:12])=[CH:6][CH:5]=1)([O-])=O.C(OCC)(=O)C.CO. The catalyst is CN(C)C=O.[Pd]. The product is [NH2:1][C:4]1[CH:9]=[CH:8][C:7]([NH:10][S:11]([CH3:14])(=[O:13])=[O:12])=[CH:6][CH:5]=1. The yield is 0.710. (3) The catalyst is C1COCC1. The product is [CH3:1][O:2][C:3]1[CH:4]=[C:5]([C:11]([C:13]2[C:22]3[O:21][C:20]([F:24])([F:23])[C:19]([F:26])([F:25])[O:18][C:17]=3[CH:16]=[CH:15][CH:14]=2)=[CH:35][C:36]#[N:37])[CH:6]=[C:7]([O:9][CH3:10])[CH:8]=1. The yield is 0.940. The reactants are [CH3:1][O:2][C:3]1[CH:4]=[C:5]([C:11]([C:13]2[C:22]3[O:21][C:20]([F:24])([F:23])[C:19]([F:26])([F:25])[O:18][C:17]=3[CH:16]=[CH:15][CH:14]=2)=O)[CH:6]=[C:7]([O:9][CH3:10])[CH:8]=1.C(OP([CH2:35][C:36]#[N:37])(=O)OCC)C.C[Si]([N-][Si](C)(C)C)(C)C.[Li+].O1C2C=CC(C(C3C=C(OC)C=C(OC)C=3)=CC#N)=CC=2OCC1. (4) The reactants are [CH2:1]([C:9]1[C:17]2[S:18][CH:19]=[CH:20][C:16]=2[C:15]([CH2:21][CH2:22][CH2:23][CH2:24][CH2:25][CH2:26][CH2:27][CH3:28])=[C:11]2[S:12][CH:13]=[CH:14][C:10]=12)[CH2:2][CH2:3][CH2:4][CH2:5][CH2:6][CH2:7][CH3:8].C([Li])CCC.[CH3:34][Sn:35](Cl)([CH3:37])[CH3:36].O. The catalyst is O1CCCC1. The product is [CH2:1]([C:9]1[C:17]2[S:18][C:19]([Sn:35]([CH3:37])([CH3:36])[CH3:34])=[CH:20][C:16]=2[C:15]([CH2:21][CH2:22][CH2:23][CH2:24][CH2:25][CH2:26][CH2:27][CH3:28])=[C:11]2[S:12][C:13]([Sn:35]([CH3:37])([CH3:36])[CH3:34])=[CH:14][C:10]=12)[CH2:2][CH2:3][CH2:4][CH2:5][CH2:6][CH2:7][CH3:8]. The yield is 0.740. (5) The reactants are [Cl:1][C:2]1[CH:6]=[CH:5][S:4][C:3]=1[C:7]1[O:8][C:9]2[C:10](=[C:12]([C:16]([OH:18])=O)[CH:13]=[CH:14][CH:15]=2)[N:11]=1.Cl.Cl.[NH2:21][CH:22]1[CH2:29][CH:28]2[N:30]([CH3:31])[CH:24]([CH2:25][CH2:26][CH2:27]2)[CH2:23]1.Cl.C(N=C=NCCCN(C)C)C.ON1C2C=CC=CC=2N=N1.C(N(CC)CC)C. The catalyst is CN(C=O)C.ClCCl. The product is [CH3:31][N:30]1[CH:24]2[CH2:25][CH2:26][CH2:27][CH:28]1[CH2:29][CH:22]([NH:21][C:16]([C:12]1[CH:13]=[CH:14][CH:15]=[C:9]3[O:8][C:7]([C:3]4[S:4][CH:5]=[CH:6][C:2]=4[Cl:1])=[N:11][C:10]=13)=[O:18])[CH2:23]2. The yield is 0.510.